This data is from Catalyst prediction with 721,799 reactions and 888 catalyst types from USPTO. The task is: Predict which catalyst facilitates the given reaction. (1) Reactant: [NH2:1][C@H:2]([C:7]([OH:9])=[O:8])[CH2:3][C:4]([OH:6])=[O:5].[CH:10]#[C:11][CH2:12][NH:13][C@H:14]1[C:18]2[CH:19]=[CH:20][CH:21]=[CH:22][C:17]=2[CH2:16][CH2:15]1. Product: [CH:10]#[C:11][CH2:12][NH:13][C@H:14]1[C:18]2[CH:19]=[CH:20][CH:21]=[CH:22][C:17]=2[CH2:16][CH2:15]1.[NH2:1][C@H:2]([C:7]([O-:9])=[O:8])[CH2:3][C:4]([O-:6])=[O:5]. The catalyst class is: 657. (2) Reactant: [C:1]([O:5][C:6](=[O:9])[CH2:7]Br)([CH3:4])([CH3:3])[CH3:2].[CH3:10][O:11][CH2:12][CH2:13][O:14][CH2:15][CH2:16][O:17]CCO.[C:21]1([CH3:27])[CH:26]=CC=CC=1.[OH-:28].[K+]. Product: [CH3:10][O:11][CH2:12][CH2:13][O:14][CH2:15][CH2:16][O:17][CH2:27][CH2:21][CH2:26][O:28][CH2:7][C:6]([O:5][C:1]([CH3:4])([CH3:3])[CH3:2])=[O:9]. The catalyst class is: 568. (3) Reactant: C(N(CC)CC)C.C(O)(=O)C(O)=O.[NH:14]1[CH2:18][CH2:17][C@@H:16]([NH:19][C:20](=[O:29])[O:21][CH2:22][C:23]2[CH:28]=[CH:27][CH:26]=[CH:25][CH:24]=2)[CH2:15]1.[CH3:30][C:31]([O:34][C:35](O[C:35]([O:34][C:31]([CH3:33])([CH3:32])[CH3:30])=[O:36])=[O:36])([CH3:33])[CH3:32]. Product: [C:31]([O:34][C:35]([N:14]1[CH2:18][CH2:17][C@@H:16]([NH:19][C:20](=[O:29])[O:21][CH2:22][C:23]2[CH:24]=[CH:25][CH:26]=[CH:27][CH:28]=2)[CH2:15]1)=[O:36])([CH3:33])([CH3:32])[CH3:30]. The catalyst class is: 5. (4) Reactant: CS([O:5][CH:6]1[CH2:9][CH:8]([C:10]#[N:11])[CH2:7]1)(=O)=O.[CH3:12][C:13]1[CH:14]=[C:15](O)[CH:16]=[C:17]([CH3:19])[CH:18]=1.C([O-])([O-])=O.[K+].[K+].O. Product: [CH3:12][C:13]1[CH:14]=[C:15]([CH:16]=[C:17]([CH3:19])[CH:18]=1)[O:5][CH:6]1[CH2:9][CH:8]([C:10]#[N:11])[CH2:7]1. The catalyst class is: 16.